This data is from Reaction yield outcomes from USPTO patents with 853,638 reactions. The task is: Predict the reaction yield, written as a fraction of the theoretical maximum amount of product (1.0 means a 100% yield; for example, 0.34 means a 34% yield). (1) The reactants are [F:1][C:2]1[CH:7]=[CH:6][C:5]([C:8]2[O:9][C:10]([C:13]3[C:14]([C:19]4[CH:24]=[CH:23][CH:22]=[CH:21][CH:20]=4)=[N:15][O:16][C:17]=3[CH3:18])=[N:11][N:12]=2)=[C:4]([O:25][CH3:26])[CH:3]=1.Br[N:28]1C(=O)CC[C:29]1=O.N(C(C)(C)C#N)=NC(C)(C)C#N.CN.C(=O)([O-])[O-].[K+].[K+]. The catalyst is C(Cl)(Cl)(Cl)Cl.ClCCl.C(OCC)(=O)C. The product is [F:1][C:2]1[CH:7]=[CH:6][C:5]([C:8]2[O:9][C:10]([C:13]3[C:14]([C:19]4[CH:24]=[CH:23][CH:22]=[CH:21][CH:20]=4)=[N:15][O:16][C:17]=3[CH2:18][NH:28][CH3:29])=[N:11][N:12]=2)=[C:4]([O:25][CH3:26])[CH:3]=1. The yield is 0.460. (2) The reactants are [CH2:1]([NH:5][C:6]1[CH:11]=[C:10]([Cl:12])[C:9]([CH3:13])=[CH:8][C:7]=1[N+:14]([O-])=O)[CH2:2][CH2:3][CH3:4]. The catalyst is N.C(O)C.[Zn]. The product is [CH2:1]([NH:5][C:6]1[C:7]([NH2:14])=[CH:8][C:9]([CH3:13])=[C:10]([Cl:12])[CH:11]=1)[CH2:2][CH2:3][CH3:4]. The yield is 0.710. (3) The reactants are [Br:1][C:2]1[CH:3]=[C:4]([N+:22]([O-])=O)[CH:5]=[C:6]2[C:11]=1[N:10]=[CH:9][C:8]([C:12]#[N:13])=[C:7]2[NH:14][C:15]1[CH:20]=[CH:19][CH:18]=[C:17]([Cl:21])[CH:16]=1.O.O.[Sn](Cl)(Cl)(Cl)Cl.[N+](C1C=CC2C(=CC=CC=2)N=1)([O-])=O. The catalyst is CCO. The product is [NH2:22][C:4]1[CH:5]=[C:6]2[C:11](=[C:2]([Br:1])[CH:3]=1)[N:10]=[CH:9][C:8]([C:12]#[N:13])=[C:7]2[NH:14][C:15]1[CH:20]=[CH:19][CH:18]=[C:17]([Cl:21])[CH:16]=1. The yield is 0.420.